Task: Predict the reactants needed to synthesize the given product.. Dataset: Full USPTO retrosynthesis dataset with 1.9M reactions from patents (1976-2016) (1) Given the product [Br:1][C:2]1[C:8]([C:9]([F:11])([F:10])[F:12])=[CH:7][C:5]([NH:6][CH2:18][C:19]([O:21][C:22]([CH3:25])([CH3:24])[CH3:23])=[O:20])=[CH:4][C:3]=1[C:13]([F:14])([F:15])[F:16], predict the reactants needed to synthesize it. The reactants are: [Br:1][C:2]1[C:8]([C:9]([F:12])([F:11])[F:10])=[CH:7][C:5]([NH2:6])=[CH:4][C:3]=1[C:13]([F:16])([F:15])[F:14].Br[CH2:18][C:19]([O:21][C:22]([CH3:25])([CH3:24])[CH3:23])=[O:20].C(=O)([O-])[O-].[K+].[K+].O. (2) Given the product [NH2:10][C:9]1[C:6]([C:7]#[N:8])=[C:3]([S:2][CH3:1])[C:13]([C:11]#[N:12])=[C:14]([SH:15])[N:16]=1, predict the reactants needed to synthesize it. The reactants are: [CH3:1][S:2][C:3](=[C:6]([C:9]#[N:10])[C:7]#[N:8])SC.[C:11]([CH2:13][C:14]([NH2:16])=[S:15])#[N:12].C(N(CC)CC)C.Cl. (3) Given the product [C:26]([C:23]1[CH:22]=[CH:21][C:20]([CH:8]2[NH:7][CH:6]([C:4]([OH:5])=[O:3])[CH2:10][CH:9]2[S:11]([C:14]2[CH:19]=[CH:18][CH:17]=[CH:16][CH:15]=2)(=[O:13])=[O:12])=[CH:25][CH:24]=1)([CH3:29])([CH3:27])[CH3:28], predict the reactants needed to synthesize it. The reactants are: C([O:3][C:4]([CH:6]1[CH2:10][CH:9]([S:11]([C:14]2[CH:19]=[CH:18][CH:17]=[CH:16][CH:15]=2)(=[O:13])=[O:12])[CH:8]([C:20]2[CH:25]=[CH:24][C:23]([C:26]([CH3:29])([CH3:28])[CH3:27])=[CH:22][CH:21]=2)[NH:7]1)=[O:5])C.[OH-].[Li+].